Dataset: Reaction yield outcomes from USPTO patents with 853,638 reactions. Task: Predict the reaction yield, written as a fraction of the theoretical maximum amount of product (1.0 means a 100% yield; for example, 0.34 means a 34% yield). (1) The reactants are CC[O-].[Na+].[CH3:5][C:6]1[CH:7]=[C:8]([CH:11]=O)[S:9][CH:10]=1.[C:13]([O:22]CC)(=[O:21])[CH2:14][CH2:15][C:16]([O:18][CH2:19][CH3:20])=[O:17]. The catalyst is C(O)C. The product is [CH2:19]([O:18][C:16]([C:15](=[CH:11][C:8]1[S:9][CH:10]=[C:6]([CH3:5])[CH:7]=1)[CH2:14][C:13]([OH:22])=[O:21])=[O:17])[CH3:20]. The yield is 0.430. (2) The reactants are [CH3:1][C:2]1([CH3:30])[CH2:10][C:9]2[N:8]([C:11]3[CH:18]=[CH:17][C:14]([C:15]#[N:16])=[C:13]([NH:19][CH:20]4[CH2:25][CH2:24][O:23][CH2:22][CH2:21]4)[CH:12]=3)[N:7]=[C:6]([CH:26]([F:28])[F:27])[C:5]=2[C:4](=[O:29])[CH2:3]1.C([OH:33])C.CS(C)=O.[OH-].[Na+].OO. The catalyst is O. The product is [CH3:1][C:2]1([CH3:30])[CH2:10][C:9]2[N:8]([C:11]3[CH:18]=[CH:17][C:14]([C:15]([NH2:16])=[O:33])=[C:13]([NH:19][CH:20]4[CH2:21][CH2:22][O:23][CH2:24][CH2:25]4)[CH:12]=3)[N:7]=[C:6]([CH:26]([F:27])[F:28])[C:5]=2[C:4](=[O:29])[CH2:3]1. The yield is 0.930. (3) The reactants are [F:1][C:2]1[CH:3]=[C:4]([S:10]([N:13]2[CH:26]([CH3:27])[C:25]3[C:20](=[CH:21][CH:22]=[CH:23][CH:24]=3)[C:19]3[CH:18]=[CH:17][CH:16]=[CH:15][C:14]2=3)(=[O:12])=[O:11])[CH:5]=[CH:6][C:7]=1[O:8][CH3:9].[Br:28]Br. The catalyst is C(O)(=O)C. The product is [Br:28][C:17]1[CH:16]=[CH:15][C:14]2[N:13]([S:10]([C:4]3[CH:5]=[CH:6][C:7]([O:8][CH3:9])=[C:2]([F:1])[CH:3]=3)(=[O:11])=[O:12])[CH:26]([CH3:27])[C:25]3[C:20](=[CH:21][CH:22]=[CH:23][CH:24]=3)[C:19]=2[CH:18]=1. The yield is 0.740. (4) The product is [CH3:14][NH:15][C:11]([C:7]1[CH:8]=[C:9]2[C:4](=[CH:5][CH:6]=1)[NH:3][C:2](=[O:1])[CH2:10]2)=[O:13]. The catalyst is C1COCC1.CN(C=O)C. The yield is 0.120. The reactants are [O:1]=[C:2]1[CH2:10][C:9]2[C:4](=[CH:5][CH:6]=[C:7]([C:11]([OH:13])=O)[CH:8]=2)[NH:3]1.[CH3:14][N:15](C(ON1N=NC2C=CC=CC1=2)=[N+](C)C)C.[B-](F)(F)(F)F.C1C=C2N=NN(O)C2=CC=1.O.CCN(C(C)C)C(C)C.CN. (5) The reactants are C[O:2][C:3]1[CH:8]=[CH:7][CH:6]=[C:5]([O:9]C)[C:4]=1[C:11]1[C:19]2[C:14](=[N:15][CH:16]=[C:17]([C:20]3[CH:21]=[C:22]([OH:26])[CH:23]=[CH:24][CH:25]=3)[CH:18]=2)[NH:13][CH:12]=1.B(Br)(Br)Br. The catalyst is ClCCl. The product is [OH:26][C:22]1[CH:21]=[C:20]([C:17]2[CH:18]=[C:19]3[C:11]([C:4]4[C:5]([OH:9])=[CH:6][CH:7]=[CH:8][C:3]=4[OH:2])=[CH:12][NH:13][C:14]3=[N:15][CH:16]=2)[CH:25]=[CH:24][CH:23]=1. The yield is 0.810.